This data is from Forward reaction prediction with 1.9M reactions from USPTO patents (1976-2016). The task is: Predict the product of the given reaction. (1) Given the reactants [CH3:1][C:2]1[CH:7]=[C:6]([C:8]2[C:9](=[O:35])[NH:10][C:11](=[O:34])[N:12]([CH2:14][CH2:15][CH2:16][CH2:17][N:18]3[CH2:23][C@H:22]4[C@:20]([C:24]5[CH:29]=[CH:28][C:27]([C:30]([F:33])([F:32])[F:31])=[CH:26][CH:25]=5)([CH2:21]4)[CH2:19]3)[CH:13]=2)[CH:5]=[CH:4][N:3]=1.[ClH:36], predict the reaction product. The product is: [ClH:36].[ClH:36].[CH3:1][C:2]1[CH:7]=[C:6]([C:8]2[C:9](=[O:35])[NH:10][C:11](=[O:34])[N:12]([CH2:14][CH2:15][CH2:16][CH2:17][N:18]3[CH2:23][C@H:22]4[C@:20]([C:24]5[CH:25]=[CH:26][C:27]([C:30]([F:31])([F:33])[F:32])=[CH:28][CH:29]=5)([CH2:21]4)[CH2:19]3)[CH:13]=2)[CH:5]=[CH:4][N:3]=1. (2) Given the reactants Cl.Cl.[O:3]1[C:8]2=[CH:9][CH:10]=[CH:11][C:7]2=[CH:6][C:5]([CH:12]2[CH2:17][CH2:16][CH2:15][CH2:14][N:13]2[CH2:18][CH2:19][C@H:20]2[CH2:25][CH2:24][C@H:23]([NH2:26])[CH2:22][CH2:21]2)=[CH:4]1.[F:27][C:28]([F:34])([F:33])[CH2:29][C:30](O)=[O:31], predict the reaction product. The product is: [O:3]1[C:8]2=[CH:9][CH:10]=[CH:11][C:7]2=[CH:6][C:5]([CH:12]2[CH2:17][CH2:16][CH2:15][CH2:14][N:13]2[CH2:18][CH2:19][C@H:20]2[CH2:21][CH2:22][C@H:23]([NH:26][C:30](=[O:31])[CH2:29][C:28]([F:34])([F:33])[F:27])[CH2:24][CH2:25]2)=[CH:4]1. (3) Given the reactants [C:1](OC(=O)C)(=[O:3])[CH3:2].Cl.Cl.[N:10]1([C:16]2[CH:21]=[CH:20][C:19]([NH:22][C:23]([C:25]3[CH:30]=[C:29]([N+:31]([O-:33])=[O:32])[CH:28]=[CH:27][C:26]=3[Cl:34])=[O:24])=[CH:18][CH:17]=2)[CH2:15][CH2:14][NH:13][CH2:12][CH2:11]1.C(=O)(O)[O-].[Na+].O, predict the reaction product. The product is: [C:1]([N:13]1[CH2:14][CH2:15][N:10]([C:16]2[CH:21]=[CH:20][C:19]([NH:22][C:23]([C:25]3[CH:30]=[C:29]([N+:31]([O-:33])=[O:32])[CH:28]=[CH:27][C:26]=3[Cl:34])=[O:24])=[CH:18][CH:17]=2)[CH2:11][CH2:12]1)(=[O:3])[CH3:2]. (4) Given the reactants [CH3:1][O:2][C:3]1[CH:4]=[C:5]([CH:21]=[CH:22][C:23]=1[O:24][CH3:25])[CH2:6][C@H:7]1[C:16]2[C:11](=[CH:12][C:13]([O:19][CH3:20])=[C:14]([O:17][CH3:18])[CH:15]=2)[CH2:10][CH2:9][NH:8]1.Br[CH2:27][C:28](Br)=[O:29].[CH2:31]([O:33][C:34]1[CH:41]=[CH:40][CH:39]=[CH:38][C:35]=1[CH2:36][NH2:37])[CH3:32], predict the reaction product. The product is: [CH3:1][O:2][C:3]1[CH:4]=[C:5]([CH:21]=[CH:22][C:23]=1[O:24][CH3:25])[CH2:6][C@H:7]1[C:16]2[C:11](=[CH:12][C:13]([O:19][CH3:20])=[C:14]([O:17][CH3:18])[CH:15]=2)[CH2:10][CH2:9][N:8]1[CH2:27][C:28]([NH:37][CH2:36][C:35]1[CH:38]=[CH:39][CH:40]=[CH:41][C:34]=1[O:33][CH2:31][CH3:32])=[O:29]. (5) The product is: [F:1][C:2]1[CH:7]=[C:6]([I:8])[CH:5]=[CH:4][C:3]=1[NH:9][C:10]1[N:15]([CH3:16])[C:14](=[O:17])[C:13]2[CH:18]=[CH:19][O:20][C:12]=2[C:11]=1[C:21]([NH:31][O:26][CH3:27])=[O:23]. Given the reactants [F:1][C:2]1[CH:7]=[C:6]([I:8])[CH:5]=[CH:4][C:3]=1[NH:9][C:10]1[N:15]([CH3:16])[C:14](=[O:17])[C:13]2[CH:18]=[CH:19][O:20][C:12]=2[C:11]=1[C:21]([OH:23])=O.Cl.C[O:26][CH2:27]N.CC[N:31]=C=NCCCN(C)C.C1C=CC2N(O)N=NC=2C=1, predict the reaction product.